From a dataset of Catalyst prediction with 721,799 reactions and 888 catalyst types from USPTO. Predict which catalyst facilitates the given reaction. (1) The catalyst class is: 3. Reactant: [CH2:1](Br)[C:2]1[CH:7]=[CH:6][CH:5]=[CH:4][CH:3]=1.[CH2:9]([CH:11]1[CH2:16][NH:15][CH2:14][CH2:13][NH:12]1)[CH3:10]. Product: [CH2:1]([N:15]1[CH2:14][CH2:13][NH:12][CH:11]([CH2:9][CH3:10])[CH2:16]1)[C:2]1[CH:7]=[CH:6][CH:5]=[CH:4][CH:3]=1. (2) Reactant: C([O:8][C:9]1[CH:14]=[CH:13][C:12]([CH2:15][C:16]([NH:18][C:19]2[CH:27]=[CH:26][CH:25]=[C:24]3[C:20]=2[CH:21]=[N:22][N:23]3[CH2:28][CH2:29][N:30]2[CH2:34][CH2:33][CH2:32][CH2:31]2)=[O:17])=[CH:11][CH:10]=1)C1C=CC=CC=1. Product: [OH:8][C:9]1[CH:14]=[CH:13][C:12]([CH2:15][C:16]([NH:18][C:19]2[CH:27]=[CH:26][CH:25]=[C:24]3[C:20]=2[CH:21]=[N:22][N:23]3[CH2:28][CH2:29][N:30]2[CH2:34][CH2:33][CH2:32][CH2:31]2)=[O:17])=[CH:11][CH:10]=1. The catalyst class is: 29.